From a dataset of Reaction yield outcomes from USPTO patents with 853,638 reactions. Predict the reaction yield, written as a fraction of the theoretical maximum amount of product (1.0 means a 100% yield; for example, 0.34 means a 34% yield). (1) The reactants are C([O:4][C:5]1[C:13]2[O:12][C:11]([CH3:14])=[CH:10][C:9]=2[CH:8]=[C:7]([C:15]([O:17][CH2:18][CH3:19])=[O:16])[CH:6]=1)(=O)C.C(=O)([O-])[O-].[K+].[K+]. The catalyst is C(O)C.ClCCl. The product is [OH:4][C:5]1[C:13]2[O:12][C:11]([CH3:14])=[CH:10][C:9]=2[CH:8]=[C:7]([C:15]([O:17][CH2:18][CH3:19])=[O:16])[CH:6]=1. The yield is 0.810. (2) The reactants are [OH:1]O.[CH3:3][N:4]1[C@@H:20]2[CH2:21][C:9]3[CH:10]=[CH:11][C:12]([O:24][CH3:25])=[C:13]4[O:14][C@H:15]5[C:16]([O:22]C)=[CH:17][CH:18]=[C:19]2[C@:7]5([C:8]=34)[CH2:6][CH2:5]1.[NH4+].[OH-]. The catalyst is C(O)=O.OS(O)(=O)=O.O. The product is [CH3:3][N:4]1[C@@H:20]2[CH2:21][C:9]3[CH:10]=[CH:11][C:12]([O:24][CH3:25])=[C:13]4[O:14][CH:15]5[C:16]([CH:17]=[CH:18][C@:19]2([OH:1])[C@:7]5([C:8]=34)[CH2:6][CH2:5]1)=[O:22]. The yield is 0.860. (3) The reactants are [CH3:1][N:2]([CH3:29])[CH:3]1[CH2:7][CH2:6][N:5]([C:8]2[N:13]=[CH:12][C:11]([N:14]3[CH:19]=[CH:18][C:17]([O:20]CC4C=CC=CC=4)=[CH:16][C:15]3=[O:28])=[CH:10][CH:9]=2)[CH2:4]1. The catalyst is CO.[Pd]. The product is [CH3:1][N:2]([CH3:29])[CH:3]1[CH2:7][CH2:6][N:5]([C:8]2[N:13]=[CH:12][C:11]([N:14]3[CH:19]=[CH:18][C:17]([OH:20])=[CH:16][C:15]3=[O:28])=[CH:10][CH:9]=2)[CH2:4]1. The yield is 0.870. (4) The reactants are C([N:8]1[C:16]2[CH:15]=[C:14]([O:17][CH3:18])[CH:13]=[CH:12][C:11]=2[C:10]2[N:19]=[C:20]([N:27]3[CH2:32][CH2:31][CH2:30][CH2:29][CH2:28]3)[CH:21]=[C:22]([C:23]([O:25][CH3:26])=[O:24])[C:9]1=2)C1C=CC=CC=1. The catalyst is C(O)(C(F)(F)F)=O.FC(F)(F)S(O)(=O)=O. The product is [CH3:18][O:17][C:14]1[CH:13]=[CH:12][C:11]2[C:10]3[N:19]=[C:20]([N:27]4[CH2:32][CH2:31][CH2:30][CH2:29][CH2:28]4)[CH:21]=[C:22]([C:23]([O:25][CH3:26])=[O:24])[C:9]=3[NH:8][C:16]=2[CH:15]=1. The yield is 0.370. (5) The reactants are [OH:1][C:2]1[C:10]([CH:11]([CH3:13])[CH3:12])=[CH:9][C:5](C(O)=O)=[CH:4][C:3]=1[CH:14]([CH3:16])[CH3:15].[OH-].[Na+].Cl. The catalyst is C(O)CO.O. The product is [CH:11]([C:10]1[CH:9]=[CH:5][CH:4]=[C:3]([CH:14]([CH3:16])[CH3:15])[C:2]=1[OH:1])([CH3:13])[CH3:12]. The yield is 0.935. (6) The reactants are [Br:1][C:2]1[CH:3]=[C:4]([CH:7]=[CH:8][C:9]=1[F:10])[CH:5]=O.Cl.[O:12]([NH2:14])[CH3:13]. No catalyst specified. The product is [CH3:13][O:12][N:14]=[CH:5][C:4]1[CH:7]=[CH:8][C:9]([F:10])=[C:2]([Br:1])[CH:3]=1. The yield is 0.950. (7) The reactants are [I:1][C:2]1[CH:7]=[CH:6][NH:5][C:4](=[O:8])[CH:3]=1.[C:9]([O-])([O-])=O.[K+].[K+].IC.O. The catalyst is CN(C=O)C.CCOC(C)=O. The product is [I:1][C:2]1[CH:7]=[CH:6][N:5]([CH3:9])[C:4](=[O:8])[CH:3]=1. The yield is 0.530. (8) The yield is 0.640. The catalyst is C1COCC1. The reactants are [C:1]([Si:5]([CH3:24])([CH3:23])[O:6][C:7]1[CH:12]=[C:11]([C:13]([CH3:21])([CH3:20])[O:14][SiH2:15][C:16]([CH3:19])([CH3:18])[CH3:17])[CH:10]=[CH:9][C:8]=1[F:22])([CH3:4])([CH3:3])[CH3:2].[Li]C(CC)C.B(OC)(OC)[O:31]C.C(O)(=O)C.OO.O. The product is [C:1]([Si:5]([CH3:24])([CH3:23])[O:6][C:7]1[C:8]([F:22])=[C:9]([OH:31])[CH:10]=[C:11]([C:13]([CH3:21])([CH3:20])[O:14][SiH2:15][C:16]([CH3:19])([CH3:18])[CH3:17])[CH:12]=1)([CH3:4])([CH3:3])[CH3:2]. (9) The reactants are [C:1]([O:5][C:6]([N:8]([CH3:44])[CH:9]1[CH2:14][CH2:13][CH:12]([O:15][C:16]2[C:27]3[C:26]4[C@@H:25]([CH2:28][C@@H:29]([NH:33][C:34](=O)[O:35]CC5C=CC=CC=5)[C:30](=[O:32])[NH2:31])[CH2:24][CH2:23][C:22]=4[S:21][C:20]=3[N:19]=[CH:18][N:17]=2)[CH2:11][CH2:10]1)=[O:7])([CH3:4])([CH3:3])[CH3:2]. The catalyst is C1COCC1.C(OCC)(=O)C. The product is [O:35]=[C:34]1[NH:33][C@H:29]([CH2:28][C@H:25]2[CH2:24][CH2:23][C:22]3[S:21][C:20]4[N:19]=[CH:18][N:17]=[C:16]([O:15][CH:12]5[CH2:11][CH2:10][CH:9]([N:8]([CH3:44])[C:6](=[O:7])[O:5][C:1]([CH3:4])([CH3:2])[CH3:3])[CH2:14][CH2:13]5)[C:27]=4[C:26]2=3)[C:30](=[O:32])[NH:31]1. The yield is 0.940.